From a dataset of Reaction yield outcomes from USPTO patents with 853,638 reactions. Predict the reaction yield, written as a fraction of the theoretical maximum amount of product (1.0 means a 100% yield; for example, 0.34 means a 34% yield). The reactants are C1CCC(N=C=NC2CCCCC2)CC1.[O:16]1[CH2:21][CH2:20][CH2:19][CH:18]([C:22]([OH:24])=[O:23])[CH2:17]1.O[N:26]1[C:30](=[O:31])[CH2:29][CH2:28][C:27]1=[O:32]. The catalyst is C1COCC1. The product is [O:16]1[CH2:21][CH2:20][CH2:19][CH:18]([C:22]([O:24][N:26]2[C:30](=[O:31])[CH2:29][CH2:28][C:27]2=[O:32])=[O:23])[CH2:17]1. The yield is 0.830.